Dataset: Forward reaction prediction with 1.9M reactions from USPTO patents (1976-2016). Task: Predict the product of the given reaction. (1) The product is: [Br:1][C:2]1[C:3]([C:16](=[S:28])[NH2:17])=[CH:4][C:5]([NH:8][C:9](=[O:15])[O:10][C:11]([CH3:14])([CH3:13])[CH3:12])=[N:6][CH:7]=1. Given the reactants [Br:1][C:2]1[C:3]([C:16](=O)[NH2:17])=[CH:4][C:5]([NH:8][C:9](=[O:15])[O:10][C:11]([CH3:14])([CH3:13])[CH3:12])=[N:6][CH:7]=1.COC1C=CC(P2(SP(C3C=CC(OC)=CC=3)(=S)S2)=[S:28])=CC=1, predict the reaction product. (2) Given the reactants [Cl-].[CH2:2]([O:6][C:7](=[O:10])[CH2:8][NH3+:9])[CH2:3][CH2:4][CH3:5].C(N(CC)CC)C.[C:18](OCC)(=[O:24])[C:19]([O:21][CH2:22][CH3:23])=[O:20], predict the reaction product. The product is: [CH2:22]([O:21][C:19](=[O:20])[C:18]([NH:9][CH2:8][C:7]([O:6][CH2:2][CH2:3][CH2:4][CH3:5])=[O:10])=[O:24])[CH3:23]. (3) Given the reactants [C:1]([C:3]1[C:8]2[N:9]=[C:10]([N:12]3[CH2:15][CH:14]([CH2:16][C:17]([O:19][CH2:20][CH3:21])=[O:18])[CH2:13]3)[O:11][C:7]=2[C:6](F)=[C:5]([C:23]2[CH:28]=[CH:27][CH:26]=[CH:25][CH:24]=2)[C:4]=1[CH3:29])#[N:2].C(N(CC)CC)C.[CH3:37][N:38]([CH3:44])[C@H:39]1[CH2:43][CH2:42][NH:41][CH2:40]1, predict the reaction product. The product is: [C:1]([C:3]1[C:8]2[N:9]=[C:10]([N:12]3[CH2:15][CH:14]([CH2:16][C:17]([O:19][CH2:20][CH3:21])=[O:18])[CH2:13]3)[O:11][C:7]=2[C:6]([N:41]2[CH2:42][CH2:43][C@H:39]([N:38]([CH3:44])[CH3:37])[CH2:40]2)=[C:5]([C:23]2[CH:28]=[CH:27][CH:26]=[CH:25][CH:24]=2)[C:4]=1[CH3:29])#[N:2]. (4) Given the reactants [CH3:1][O:2][C:3]1[CH:4]=[C:5]([CH:29]2[CH2:34][CH2:33][N:32](C(OC(C)(C)C)=O)[CH2:31][CH2:30]2)[CH:6]=[CH:7][C:8]=1[NH:9][C:10]1[C:15]2[C:16](=[O:20])[NH:17][N:18]=[CH:19][C:14]=2[N:13]=[C:12]([CH2:21][CH2:22][N:23]2[CH2:28][CH2:27][O:26][CH2:25][CH2:24]2)[CH:11]=1.FC(F)(F)C(O)=O, predict the reaction product. The product is: [CH3:1][O:2][C:3]1[CH:4]=[C:5]([CH:29]2[CH2:34][CH2:33][NH:32][CH2:31][CH2:30]2)[CH:6]=[CH:7][C:8]=1[NH:9][C:10]1[C:15]2[C:16](=[O:20])[NH:17][N:18]=[CH:19][C:14]=2[N:13]=[C:12]([CH2:21][CH2:22][N:23]2[CH2:24][CH2:25][O:26][CH2:27][CH2:28]2)[CH:11]=1. (5) Given the reactants FC(F)(F)C(O)=O.[F:8][C:9]1[CH:41]=[CH:40][CH:39]=[CH:38][C:10]=1[O:11][C:12]1[N:17]=[CH:16][C:15]2[N:18]=[C:19]([C:21]3[CH:35]=[C:34]([CH3:36])[C:24]([O:25][CH2:26][C:27]([O:29]C(C)(C)C)=[O:28])=[C:23]([CH3:37])[CH:22]=3)[O:20][C:14]=2[CH:13]=1, predict the reaction product. The product is: [F:8][C:9]1[CH:41]=[CH:40][CH:39]=[CH:38][C:10]=1[O:11][C:12]1[N:17]=[CH:16][C:15]2[N:18]=[C:19]([C:21]3[CH:22]=[C:23]([CH3:37])[C:24]([O:25][CH2:26][C:27]([OH:29])=[O:28])=[C:34]([CH3:36])[CH:35]=3)[O:20][C:14]=2[CH:13]=1. (6) Given the reactants [Cl:1][C:2]1[CH:10]=[C:9]([NH:11][C:12]2[N:17]=[C:16]([O:18][C:19]3[CH:27]=[CH:26][CH:25]=[C:24]4[C:20]=3[C:21](=[O:29])[N:22]([CH3:28])[CH2:23]4)[C:15]([Cl:30])=[CH:14][N:13]=2)[C:8]([O:31][CH3:32])=[CH:7][C:3]=1[C:4](O)=[O:5].CN(C(ON1N=NC2C=CC=CC1=2)=[N+](C)C)C.[B-](F)(F)(F)F.CCN(C(C)C)C(C)C.[CH3:64][N:65]1[CH2:70][CH2:69][CH:68]([NH2:71])[CH2:67][CH2:66]1, predict the reaction product. The product is: [Cl:1][C:2]1[CH:10]=[C:9]([NH:11][C:12]2[N:17]=[C:16]([O:18][C:19]3[CH:27]=[CH:26][CH:25]=[C:24]4[C:20]=3[C:21](=[O:29])[N:22]([CH3:28])[CH2:23]4)[C:15]([Cl:30])=[CH:14][N:13]=2)[C:8]([O:31][CH3:32])=[CH:7][C:3]=1[C:4]([NH:71][CH:68]1[CH2:69][CH2:70][N:65]([CH3:64])[CH2:66][CH2:67]1)=[O:5]. (7) Given the reactants [CH3:1][O:2][C:3]([C:5]1[CH:9]([C:10](=[O:24])[NH:11][C@:12]2([C:17]([O:19][C:20]([CH3:23])([CH3:22])[CH3:21])=[O:18])[CH2:14][C@H:13]2[CH:15]=[CH2:16])[CH2:8][CH:7]([OH:25])[CH:6]=1)=[O:4].[CH3:26][O:27][C:28]1[CH:37]=[C:36]2[C:31]([C:32](O)=[CH:33][C:34]([C:38]3[CH:43]=[CH:42][CH:41]=[CH:40][CH:39]=3)=[N:35]2)=[CH:30][CH:29]=1.C1(P(C2C=CC=CC=2)C2C=CC=CC=2)C=CC=CC=1.CC(OC(/N=N/C(OC(C)C)=O)=O)C, predict the reaction product. The product is: [CH3:1][O:2][C:3]([C:5]1[CH:9]([C:10](=[O:24])[NH:11][C@:12]2([C:17]([O:19][C:20]([CH3:21])([CH3:23])[CH3:22])=[O:18])[CH2:14][C@H:13]2[CH:15]=[CH2:16])[CH2:8][CH:7]([O:25][C:32]2[C:31]3[C:36](=[CH:37][C:28]([O:27][CH3:26])=[CH:29][CH:30]=3)[N:35]=[C:34]([C:38]3[CH:39]=[CH:40][CH:41]=[CH:42][CH:43]=3)[CH:33]=2)[CH:6]=1)=[O:4].